Dataset: Forward reaction prediction with 1.9M reactions from USPTO patents (1976-2016). Task: Predict the product of the given reaction. Given the reactants [CH3:1][O:2][C:3]([C:5]1[N:6]([C:10]([C:21]([O:23]C(C)(C)C)=[O:22])([CH3:20])[CH2:11][C:12]2[CH:17]=[CH:16][C:15]([F:18])=[C:14]([Cl:19])[CH:13]=2)[CH:7]=[CH:8][CH:9]=1)=[O:4].FC(F)(F)C(O)=O, predict the reaction product. The product is: [CH3:1][O:2][C:3]([C:5]1[N:6]([C:10]([C:21]([OH:23])=[O:22])([CH3:20])[CH2:11][C:12]2[CH:17]=[CH:16][C:15]([F:18])=[C:14]([Cl:19])[CH:13]=2)[CH:7]=[CH:8][CH:9]=1)=[O:4].